Dataset: Full USPTO retrosynthesis dataset with 1.9M reactions from patents (1976-2016). Task: Predict the reactants needed to synthesize the given product. (1) Given the product [CH:9]([NH:8][C:6]1[C:5]([C:12]2[O:13][C:14]([CH2:17][N:18]3[CH2:23][CH2:22][O:21][CH2:20][CH2:19]3)=[N:15][N:16]=2)=[CH:4][N:3]=[C:2]([NH:30][C:29]2[CH:31]=[CH:32][C:26]([C:24]#[N:25])=[CH:27][CH:28]=2)[CH:7]=1)([CH3:11])[CH3:10], predict the reactants needed to synthesize it. The reactants are: Cl[C:2]1[CH:7]=[C:6]([NH:8][CH:9]([CH3:11])[CH3:10])[C:5]([C:12]2[O:13][C:14]([CH2:17][N:18]3[CH2:23][CH2:22][O:21][CH2:20][CH2:19]3)=[N:15][N:16]=2)=[CH:4][N:3]=1.[C:24]([C:26]1[CH:32]=[CH:31][C:29]([NH2:30])=[CH:28][CH:27]=1)#[N:25].CC1(C)C2C(=C(P(C3C=CC=CC=3)C3C=CC=CC=3)C=CC=2)OC2C(P(C3C=CC=CC=3)C3C=CC=CC=3)=CC=CC1=2.C([O-])([O-])=O.[Na+].[Na+]. (2) Given the product [CH2:1]([O:3][C:4](=[O:18])[CH2:5][C:6]1[C:14]2[C:9](=[CH:10][CH:11]=[C:12]([OH:15])[CH:13]=2)[N:8]([CH2:27][C:24]2[CH:25]=[CH:26][CH:21]=[CH:22][CH:23]=2)[C:7]=1[CH3:17])[CH3:2], predict the reactants needed to synthesize it. The reactants are: [CH2:1]([O:3][C:4](=[O:18])[CH2:5][C:6]1[C:14]2[C:9](=[CH:10][CH:11]=[C:12]([O:15]C)[CH:13]=2)[NH:8][C:7]=1[CH3:17])[CH3:2].[H-].[Na+].[CH:21]1[CH:26]=[CH:25][C:24]([CH2:27]Br)=[CH:23][CH:22]=1.B(Br)(Br)Br. (3) Given the product [Cl:1][C:2]1[CH:3]=[N:4][C:5]([N:11]2[CH2:12][CH:13]([O:15][C:16]3[CH:21]=[CH:20][CH:19]=[C:18]([F:22])[CH:17]=3)[CH2:14]2)=[C:6]([CH:10]=1)[C:7]([NH:24][C:25]1([C:28]2[CH:37]=[CH:36][C:31]([C:32]([O:34][CH3:35])=[O:33])=[CH:30][N:29]=2)[CH2:26][CH2:27]1)=[O:8], predict the reactants needed to synthesize it. The reactants are: [Cl:1][C:2]1[CH:3]=[N:4][C:5]([N:11]2[CH2:14][CH:13]([O:15][C:16]3[CH:21]=[CH:20][CH:19]=[C:18]([F:22])[CH:17]=3)[CH2:12]2)=[C:6]([CH:10]=1)[C:7](O)=[O:8].Cl.[NH2:24][C:25]1([C:28]2[CH:37]=[CH:36][C:31]([C:32]([O:34][CH3:35])=[O:33])=[CH:30][N:29]=2)[CH2:27][CH2:26]1. (4) Given the product [CH3:27][O:26][C:23]1[CH:24]=[CH:25][C:20]([CH2:19][N:18]([CH2:28][C:29]2[CH:34]=[CH:33][C:32]([O:35][CH3:36])=[CH:31][CH:30]=2)[C:13]2[N:14]=[C:15]([CH3:17])[N:16]=[C:11]([C:10]3[N:5]4[CH:6]=[CH:7][CH:8]=[CH:9][C:4]4=[N:3][C:2]=3[NH:52][C:46]3[CH:47]=[N:48][C:49]([O:50][CH3:51])=[C:44]([F:43])[CH:45]=3)[N:12]=2)=[CH:21][CH:22]=1, predict the reactants needed to synthesize it. The reactants are: Cl[C:2]1[N:3]=[C:4]2[CH:9]=[CH:8][CH:7]=[CH:6][N:5]2[C:10]=1[C:11]1[N:16]=[C:15]([CH3:17])[N:14]=[C:13]([N:18]([CH2:28][C:29]2[CH:34]=[CH:33][C:32]([O:35][CH3:36])=[CH:31][CH:30]=2)[CH2:19][C:20]2[CH:25]=[CH:24][C:23]([O:26][CH3:27])=[CH:22][CH:21]=2)[N:12]=1.CC(C)([O-])C.[Na+].[F:43][C:44]1[CH:45]=[C:46]([NH2:52])[CH:47]=[N:48][C:49]=1[O:50][CH3:51]. (5) Given the product [C:19]([C:21]1[N:25]([CH3:26])[C:24]([C:2]2[CH:7]=[CH:6][C:5]([S:8]([N:11]([CH3:13])[CH3:12])(=[O:10])=[O:9])=[C:4]([O:14][C:15]([F:18])([F:17])[F:16])[CH:3]=2)=[CH:23][CH:22]=1)#[N:20], predict the reactants needed to synthesize it. The reactants are: Br[C:2]1[CH:7]=[CH:6][C:5]([S:8]([N:11]([CH3:13])[CH3:12])(=[O:10])=[O:9])=[C:4]([O:14][C:15]([F:18])([F:17])[F:16])[CH:3]=1.[C:19]([C:21]1[N:25]([CH3:26])[C:24](B(O)O)=[CH:23][CH:22]=1)#[N:20].[F-].[K+].C(P(C(C)(C)C)C(C)(C)C)(C)(C)C. (6) The reactants are: [NH2:1][C:2]1[CH:3]=[CH:4][CH:5]=[C:6]2[C:11]=1[CH2:10][CH:9]([OH:12])[CH2:8][CH2:7]2.C1([O:19][C:20](=O)[NH:21][C:22]2[CH:27]=[CH:26][C:25]([O:28][C:29]([F:32])([F:31])[F:30])=[CH:24][CH:23]=2)C=CC=CC=1. Given the product [OH:12][CH:9]1[CH2:10][C:11]2[C:2]([NH:1][C:20]([NH:21][C:22]3[CH:27]=[CH:26][C:25]([O:28][C:29]([F:30])([F:31])[F:32])=[CH:24][CH:23]=3)=[O:19])=[CH:3][CH:4]=[CH:5][C:6]=2[CH2:7][CH2:8]1, predict the reactants needed to synthesize it. (7) The reactants are: [CH3:1][N:2]1[C:14]2[CH:13]=[CH:12][CH:11]=[CH:10][C:9]=2[C:8]2[C:3]1=[CH:4][CH:5]=[CH:6][CH:7]=2.C1C(=O)N([Br:22])C(=O)C1. Given the product [Br:22][C:11]1[CH:12]=[CH:13][C:14]2[N:2]([CH3:1])[C:3]3[C:8]([C:9]=2[CH:10]=1)=[CH:7][CH:6]=[CH:5][CH:4]=3, predict the reactants needed to synthesize it. (8) Given the product [OH:22][C:23]([C:26]1[CH:27]=[CH:28][C:29]([CH3:33])=[C:30]([CH:31]=1)[O:32][C:35]1[S:36][CH:37]=[C:38]([C:40]([NH:42][C:43]2[C:44]([O:58][CH3:59])=[N:45][C:46]([NH:51][CH2:52][CH2:53][NH:54][CH:55]([CH3:56])[CH3:57])=[N:47][C:48]=2[O:49][CH3:50])=[O:41])[N:39]=1)([CH3:25])[CH3:24], predict the reactants needed to synthesize it. The reactants are: C(C1C=C(C=CC=1)OC1OC=C(C(OCC)=O)N=1)(C)(C)C.[OH:22][C:23]([C:26]1[CH:27]=[CH:28][C:29]([CH3:33])=[C:30]([OH:32])[CH:31]=1)([CH3:25])[CH3:24].Br[C:35]1[S:36][CH:37]=[C:38]([C:40]([NH:42][C:43]2[C:44]([O:58][CH3:59])=[N:45][C:46]([NH:51][CH2:52][CH2:53][NH:54][CH:55]([CH3:57])[CH3:56])=[N:47][C:48]=2[O:49][CH3:50])=[O:41])[N:39]=1. (9) Given the product [C:12]([C:6]1[CH:7]=[N:8][C:9]2[C:4]([C:5]=1[NH:14][C:15]1[CH:23]=[CH:22][C:18]([C:19]([NH2:21])=[O:20])=[CH:17][CH:16]=1)=[CH:3][C:2]([NH:1][CH2:30][C:26]1[CH:25]=[N:24][CH:29]=[CH:28][CH:27]=1)=[CH:11][CH:10]=2)#[N:13], predict the reactants needed to synthesize it. The reactants are: [NH2:1][C:2]1[CH:3]=[C:4]2[C:9](=[CH:10][CH:11]=1)[N:8]=[CH:7][C:6]([C:12]#[N:13])=[C:5]2[NH:14][C:15]1[CH:23]=[CH:22][C:18]([C:19]([NH2:21])=[O:20])=[CH:17][CH:16]=1.[N:24]1[CH:29]=[CH:28][CH:27]=[C:26]([CH:30]=O)[CH:25]=1.[BH3-]C#N.[Na+]. (10) Given the product [F:1][C:2]1[CH:3]=[C:4]([N:9]2[C:14](=[O:15])[C:13]([O:16][CH2:11][CH:12]([CH3:27])[CH3:13])=[C:12]([C:27]3[CH:32]=[CH:31][C:30]([S:33]([CH3:36])(=[O:35])=[O:34])=[CH:29][CH:28]=3)[CH:11]=[N:10]2)[CH:5]=[CH:6][C:7]=1[F:8], predict the reactants needed to synthesize it. The reactants are: [F:1][C:2]1[CH:3]=[C:4]([N:9]2[C:14](=[O:15])[C:13]([O:16]S(C3C=CC(C)=CC=3)(=O)=O)=[C:12]([C:27]3[CH:32]=[CH:31][C:30]([S:33]([CH3:36])(=[O:35])=[O:34])=[CH:29][CH:28]=3)[CH:11]=[N:10]2)[CH:5]=[CH:6][C:7]=1[F:8].N.